From a dataset of Forward reaction prediction with 1.9M reactions from USPTO patents (1976-2016). Predict the product of the given reaction. (1) Given the reactants [Na].[CH3:2][C:3]1([CH3:10])[CH2:8][CH2:7][NH:6][C:5]([NH2:9])=[N:4]1.[C:11](OCC)(=[O:16])[CH2:12][C:13]([O-])=[O:14], predict the reaction product. The product is: [OH:16][C:11]1[N:9]=[C:5]2[NH:4][C:3]([CH3:10])([CH3:2])[CH2:8][CH2:7][N:6]2[C:13](=[O:14])[CH:12]=1. (2) Given the reactants Cl.[CH3:2][O:3][C:4](=[O:11])[C@H:5]([CH2:7][CH:8]([CH3:10])[CH3:9])[NH2:6].C(N(CC)C(C)C)(C)C.C([O:23][C:24](=O)[CH:25]=[C:26]([O:29][C:30]1[CH:35]=[CH:34][CH:33]=[C:32]([C:36]([F:39])([F:38])[F:37])[CH:31]=1)[CH2:27]Br)C, predict the reaction product. The product is: [CH3:2][O:3][C:4](=[O:11])[C@@H:5]([N:6]1[CH2:27][C:26]([O:29][C:30]2[CH:35]=[CH:34][CH:33]=[C:32]([C:36]([F:38])([F:39])[F:37])[CH:31]=2)=[CH:25][C:24]1=[O:23])[CH2:7][CH:8]([CH3:10])[CH3:9]. (3) The product is: [Si:1]([O:8][C@H:9]([C@@:11]1([NH:30][C:31]([N:33]([CH3:35])[CH3:34])=[O:32])[C:12](=[O:29])[C@@:13]2([CH2:27][OH:28])[C@H:14]([O:37]2)[C@@H:15]1[NH:16][C:17](=[O:26])[O:18][CH2:19][C:20]1[CH:21]=[CH:22][CH:23]=[CH:24][CH:25]=1)[CH3:10])([C:4]([CH3:6])([CH3:5])[CH3:7])([CH3:3])[CH3:2]. Given the reactants [Si:1]([O:8][C@H:9]([C@:11]1([NH:30][C:31]([N:33]([CH3:35])[CH3:34])=[O:32])[C@@H:15]([NH:16][C:17](=[O:26])[O:18][CH2:19][C:20]2[CH:25]=[CH:24][CH:23]=[CH:22][CH:21]=2)[CH:14]=[C:13]([CH2:27][OH:28])[C:12]1=[O:29])[CH3:10])([C:4]([CH3:7])([CH3:6])[CH3:5])([CH3:3])[CH3:2].C[OH:37].C(Cl)Cl.OO.[OH-].[Na+], predict the reaction product.